This data is from CYP2D6 inhibition data for predicting drug metabolism from PubChem BioAssay. The task is: Regression/Classification. Given a drug SMILES string, predict its absorption, distribution, metabolism, or excretion properties. Task type varies by dataset: regression for continuous measurements (e.g., permeability, clearance, half-life) or binary classification for categorical outcomes (e.g., BBB penetration, CYP inhibition). Dataset: cyp2d6_veith. The drug is Cc1nc2cnc(OCc3ccccc3)nc2n(CCC#N)c1=O. The result is 0 (non-inhibitor).